From a dataset of NCI-60 drug combinations with 297,098 pairs across 59 cell lines. Regression. Given two drug SMILES strings and cell line genomic features, predict the synergy score measuring deviation from expected non-interaction effect. Drug 1: CC1=CC2C(CCC3(C2CCC3(C(=O)C)OC(=O)C)C)C4(C1=CC(=O)CC4)C. Drug 2: CC1CCC2CC(C(=CC=CC=CC(CC(C(=O)C(C(C(=CC(C(=O)CC(OC(=O)C3CCCCN3C(=O)C(=O)C1(O2)O)C(C)CC4CCC(C(C4)OC)OCCO)C)C)O)OC)C)C)C)OC. Cell line: HL-60(TB). Synergy scores: CSS=22.6, Synergy_ZIP=12.1, Synergy_Bliss=18.2, Synergy_Loewe=8.56, Synergy_HSA=14.2.